Dataset: Peptide-MHC class II binding affinity with 134,281 pairs from IEDB. Task: Regression. Given a peptide amino acid sequence and an MHC pseudo amino acid sequence, predict their binding affinity value. This is MHC class II binding data. (1) The peptide sequence is PPPPQLGASPYKLGP. The MHC is DRB3_0101 with pseudo-sequence DRB3_0101. The binding affinity (normalized) is 0.363. (2) The peptide sequence is GELQIVDKINAAFKI. The MHC is DRB1_1302 with pseudo-sequence DRB1_1302. The binding affinity (normalized) is 0.868. (3) The peptide sequence is EERVERIKSEYMTSW. The MHC is DRB5_0101 with pseudo-sequence DRB5_0101. The binding affinity (normalized) is 0.569. (4) The peptide sequence is LQSLGAEIAVEQAAL. The MHC is HLA-DQA10102-DQB10602 with pseudo-sequence HLA-DQA10102-DQB10602. The binding affinity (normalized) is 0.604. (5) The peptide sequence is GNVWEVKSSKPLVGP. The MHC is DRB4_0101 with pseudo-sequence DRB4_0103. The binding affinity (normalized) is 0.127.